This data is from Full USPTO retrosynthesis dataset with 1.9M reactions from patents (1976-2016). The task is: Predict the reactants needed to synthesize the given product. Given the product [Cl:1][C:2]1[CH:3]=[C:4]([C:8]2[CH:15]=[C:12]([CH2:13][OH:14])[CH:11]=[N:10][C:9]=2[O:16][CH3:17])[CH:5]=[CH:6][CH:7]=1, predict the reactants needed to synthesize it. The reactants are: [Cl:1][C:2]1[CH:3]=[C:4]([C:8]2[C:9]([O:16][CH3:17])=[N:10][CH:11]=[C:12]([CH:15]=2)[CH:13]=[O:14])[CH:5]=[CH:6][CH:7]=1.[BH4-].[Na+].Cl.O.